From a dataset of Forward reaction prediction with 1.9M reactions from USPTO patents (1976-2016). Predict the product of the given reaction. (1) Given the reactants [C:1]([NH2:9])(=[NH:8])[C:2]1[CH:7]=[CH:6][CH:5]=[CH:4][CH:3]=1.C([O-])(O)=O.[Na+].[CH3:15][N:16]([CH:18]=O)C, predict the reaction product. The product is: [C:2]1([C:1]2[NH:8][CH:4]=[C:3]([C:2]3[CH:7]=[CH:18][N:16]=[CH:15][CH:1]=3)[N:9]=2)[CH:7]=[CH:6][CH:5]=[CH:4][CH:3]=1. (2) Given the reactants [CH2:1]([O:4][CH:5]([CH:9]1[CH2:18][CH2:17][C:12]2([O:16][CH2:15][CH2:14][O:13]2)[CH2:11][CH2:10]1)[CH2:6][CH:7]=[CH2:8])C=C.N1CCC1, predict the reaction product. The product is: [O:4]1[CH2:1][CH:8]=[CH:7][CH2:6][CH:5]1[CH:9]1[CH2:10][CH2:11][C:12]2([O:13][CH2:14][CH2:15][O:16]2)[CH2:17][CH2:18]1.